This data is from Peptide-MHC class I binding affinity with 185,985 pairs from IEDB/IMGT. The task is: Regression. Given a peptide amino acid sequence and an MHC pseudo amino acid sequence, predict their binding affinity value. This is MHC class I binding data. (1) The peptide sequence is TYASALWEI. The MHC is HLA-A24:02 with pseudo-sequence HLA-A24:02. The binding affinity (normalized) is 0.0780. (2) The peptide sequence is EELSMMYESL. The MHC is HLA-B45:01 with pseudo-sequence HLA-B45:01. The binding affinity (normalized) is 0.302. (3) The peptide sequence is KIMSIGFEA. The MHC is HLA-A02:06 with pseudo-sequence HLA-A02:06. The binding affinity (normalized) is 0.858. (4) The peptide sequence is FTWYGIAAL. The MHC is HLA-A02:12 with pseudo-sequence HLA-A02:12. The binding affinity (normalized) is 0.936. (5) The peptide sequence is PTLDKVLEL. The MHC is HLA-A02:01 with pseudo-sequence HLA-A02:01. The binding affinity (normalized) is 0.149. (6) The peptide sequence is LFYPSMFTLR. The MHC is HLA-A33:01 with pseudo-sequence HLA-A33:01. The binding affinity (normalized) is 0.689.